Regression. Given a peptide amino acid sequence and an MHC pseudo amino acid sequence, predict their binding affinity value. This is MHC class I binding data. From a dataset of Peptide-MHC class I binding affinity with 185,985 pairs from IEDB/IMGT. (1) The peptide sequence is AKHGEYAPF. The MHC is HLA-A24:02 with pseudo-sequence HLA-A24:02. The binding affinity (normalized) is 0. (2) The peptide sequence is ARQCRAPRR. The MHC is Mamu-B08 with pseudo-sequence Mamu-B08. The binding affinity (normalized) is 0.421. (3) The peptide sequence is ALGGSCHTT. The MHC is HLA-B51:01 with pseudo-sequence HLA-B51:01. The binding affinity (normalized) is 0.0847. (4) The peptide sequence is GLYRLNFRR. The MHC is HLA-B18:01 with pseudo-sequence HLA-B18:01. The binding affinity (normalized) is 0.0847. (5) The MHC is HLA-B46:01 with pseudo-sequence HLA-B46:01. The peptide sequence is LEACYKRSV. The binding affinity (normalized) is 0.0847.